Dataset: Forward reaction prediction with 1.9M reactions from USPTO patents (1976-2016). Task: Predict the product of the given reaction. Given the reactants [N:1]([CH2:4][C@H:5]1[O:9][C:8](=[O:10])[N:7]([C:11]2[CH:16]=[C:15]([F:17])[C:14]([C:18]3[CH2:19][CH2:20][S:21](=[O:25])(=[O:24])[CH2:22][CH:23]=3)=[C:13]([F:26])[CH:12]=2)[CH2:6]1)=[N+:2]=[N-:3].C1(P(C2C=CC=CC=2)C2C=CC=CC=2)C=CC=CC=1.[CH3:46][C:47]1NN=N[N:48]=1.CC(OC(/N=N/C(OC(C)C)=O)=O)C, predict the reaction product. The product is: [O:25]=[S:21]1(=[O:24])[CH2:20][CH:19]=[C:18]([C:14]2[C:15]([F:17])=[CH:16][C:11]([N:7]3[CH2:6][C@H:5]([CH2:4][N:1]4[N:2]=[N:3][C:47]([CH3:46])=[N:48]4)[O:9][C:8]3=[O:10])=[CH:12][C:13]=2[F:26])[CH2:23][CH2:22]1.